Dataset: Peptide-MHC class I binding affinity with 185,985 pairs from IEDB/IMGT. Task: Regression. Given a peptide amino acid sequence and an MHC pseudo amino acid sequence, predict their binding affinity value. This is MHC class I binding data. (1) The peptide sequence is WFSQRGGSY. The MHC is HLA-A01:01 with pseudo-sequence HLA-A01:01. The binding affinity (normalized) is 0.519. (2) The peptide sequence is IMATIQRKY. The MHC is HLA-A30:02 with pseudo-sequence HLA-A30:02. The binding affinity (normalized) is 0.982. (3) The MHC is HLA-A02:01 with pseudo-sequence HLA-A02:01. The binding affinity (normalized) is 0.106. The peptide sequence is NMDKVSAQNI.